This data is from Experimentally validated miRNA-target interactions with 360,000+ pairs, plus equal number of negative samples. The task is: Binary Classification. Given a miRNA mature sequence and a target amino acid sequence, predict their likelihood of interaction. (1) The miRNA is hsa-miR-661 with sequence UGCCUGGGUCUCUGGCCUGCGCGU. The protein sequence of the target gene is MERPAPLAVLPFSDPAHALSLLRGLSQLRAERKFLDVTLEAAGGRDFPAHRAVLAAASPYFRAMFAGQLRESRAERVRLHGVPPDMLQLLLDFSYTGRVAVSGDNAEPLLRAADLLQFPAVKEACGAFLQQQLDLANCLDMQDFAEAFSCSGLASAAQRFILRHVGELGAEQLERLPLARLLRYLRDDGLCVPKEEAAYQLALRWVRADPPRRAAHWPQLLEAVRLPFVRRFYLLAHVEAEPLVARCPPCLRLLREARDFQAARYDRHDRGPCPRMRPRPSTGLAEILVLVGGCDQDCDE.... Result: 1 (interaction). (2) The miRNA is mmu-miR-204-5p with sequence UUCCCUUUGUCAUCCUAUGCCU. The protein sequence of the target gene is MERTLVCLVVIFLGTVAHKSSPQGPDRLLIRLRHLIDIVEQLKIYENDLDPELLSAPQDVKGHCEHAAFACFQKAKLKPSNPGNNKTFIIDLVAQLRRRLPARRGGKKQKHIAKCPSCDSYEKRTPKEFLERLKWLLQKMIHQHLS. Result: 1 (interaction). (3) The miRNA is hsa-miR-4711-5p with sequence UGCAUCAGGCCAGAAGACAUGAG. The protein sequence of the target gene is MLKLQGEDEAAQLAPRRARVPVPRPTAPDVSPSSARLGLACLLLLLLLTLPARVDTSWWYIGALGARVICDNIPGLVSRQRQLCQRYPDIMRSVGEGAREWIRECQHQFRHHRWNCTTLDRDHTVFGRAMLRSSREAAFVYAISSAGVVHAITRACSQGELSVCSCDPYTRGRHHDQRGDFDWGGCSDNIHYGVRFAKAFVDAKEKRLKDARALMNLHNNRCGRTAVRRFLKLECKCHGVSGSCTLRTCWRALSDFRRTGDYLRRRYDGAVQVTATQDGANFTAARQGYRHATRTDLVYF.... Result: 0 (no interaction). (4) The miRNA is hsa-miR-5004-5p with sequence UGAGGACAGGGCAAAUUCACGA. The protein sequence of the target gene is MKKEHVSHCQFSAWYPLFRSLTIKSVILPLPQNVKDYLLDDGTLVVSGREDPPTCSQSDSGNEAEETQWSDDESTATLTAPEFPEFNTQVQEAINSLGGSVFPKLNWSAPRDAYWIAMNSSLKCKTLSDIFLLFKSSDFITHDFTQPFIHCTDDSPDPCIEYELVLRKWCELIPGAEFRCFVKENKLIGISQRDYTQYYDHISKQKEEICRCIQDFFKEHLQYKFLDEDFVFDIYRDSRGKVWLIDFNPFGEVTDSLLFTWEELTSENNLRGEVTEGDAQEQDSPAFRCTNSEVTVQPSP.... Result: 0 (no interaction). (5) The miRNA is hsa-miR-3156-5p with sequence AAAGAUCUGGAAGUGGGAGACA. The protein sequence of the target gene is MASQPSSLKKKEEKGRNIQVVVRCRPFNLAERKANAHSVVECDHARKEVSVRTAGLTDKTSKKTYTFDMVFGASTKQIDVYRSVVCPILDEVIMGYNCTIFAYGQTGTGKTFTMEGERSPNEVYTWEEDPLAGIIPRTLHQIFEKLTDNGTEFSVKVSLLEIYNEELFDLLSPSSDVSERLQMFDDPRNKRGVIIKGLEEITVHNKDEVYQILEKGAAKRTTAATLMNAYSSRSHSVFSVTIHMKETTIDGEELVKIGKLNLVDLAGSENIGRSGAVDKRAREAGNINQSLLTLGRVITA.... Result: 0 (no interaction). (6) The miRNA is hsa-miR-6795-5p with sequence UGGGGGGACAGGAUGAGAGGCUGU. The protein sequence of the target gene is MTSFQEVQLQTSNFAHVIFQNVAKSYLPNAHLECHYTLTPYIHPHSKDWVGIFKVGWSTARDYYTFLWSPMPEHYVEGSTVNCVLAFQGYYLPNDDGEFYQFCYVTHKGEIRGASTPFQFRAASPVEELLTMEDEGNSDMLVVTTKAGLLELKIEKTLKEKEELLKLIAVLEKETAQLREQVGRMERELSQEKGRCEQLQAEQKGLLEVSQSLRVENEEFMKRYSDATAKVQQLEEDIVSVTHKAIEKETDLDSLKDKLRKAQHEREQLECQLQTEKDEKELYKVHLKNTEIENTKLVSE.... Result: 0 (no interaction). (7) The miRNA is hsa-miR-6843-3p with sequence AUGGUCUCCUGUUCUCUGCAG. The protein sequence of the target gene is MEVAPEQPRWMAHPAVLNAQHPDSHHPGLAHNYMEPAQLLPPDEVDVFFNHLDSQGNPYYANPAHARARVSYSPAHARLTGGQMCRPHLLHSPGLPWLDGGKAALSAAAAHHHNPWTVSPFSKTPLHPSAAGGPGGPLSVYPGAGGGSGGGSGSSVASLTPTAAHSGSHLFGFPPTPPKEVSPDPSTTGAASPASSSAGGSAARGEDKDGVKYQVSLTESMKMESGSPLRPGLATMGTQPATHHPIPTYPSYVPAAAHDYSSGLFHPGGFLGGPASSFTPKQRSKARSCSEGRECVNCGA.... Result: 0 (no interaction). (8) The miRNA is hsa-miR-373-5p with sequence ACUCAAAAUGGGGGCGCUUUCC. The protein sequence of the target gene is MSSEPPPPPQPPTHQASVGLLDTPRSRERSPSPLRGNVVPSPLPTRRTRTFSATVRASQGPVYKGVCKCFCRSKGHGFITPADGGPDIFLHISDVEGEYVPVEGDEVTYKMCSIPPKNEKLQAVEVVITHLAPGTKHETWSGHVISS. Result: 1 (interaction). (9) The protein sequence of the target gene is MMPSRTNLATGLPSSKVKYSRLASTDDGYIDLQFKKSPPKIPYKAIALATVLFLIGTFLIIIGSLLLSGYISKGGADRAVPVLIIGILVFLPGFYHLRIAYYASKGYRGYSYDDIPDFDD. The miRNA is hsa-miR-127-5p with sequence CUGAAGCUCAGAGGGCUCUGAU. Result: 0 (no interaction).